From a dataset of Forward reaction prediction with 1.9M reactions from USPTO patents (1976-2016). Predict the product of the given reaction. (1) Given the reactants [CH2:1]([O:7][C:8]1[C:9](=[O:20])[O:10][C:11]2[CH:18]=[CH:17][C:16]([OH:19])=[CH:15][C:12]=2[C:13]=1[OH:14])[CH2:2][CH2:3][CH2:4][CH2:5][CH3:6].[C:21]([O:24][CH2:25][CH2:26][CH2:27]Br)(=[O:23])[CH3:22], predict the reaction product. The product is: [CH2:1]([O:7][C:8]1[C:9](=[O:20])[O:10][C:11]2[CH:18]=[CH:17][C:16]([O:19][CH2:27][CH2:26][CH2:25][O:24][C:21](=[O:23])[CH3:22])=[CH:15][C:12]=2[C:13]=1[OH:14])[CH2:2][CH2:3][CH2:4][CH2:5][CH3:6]. (2) Given the reactants [C:1]([O:4][C:5]1([OH:17])[CH:14]=[CH:13][C:8](/[CH:9]=[CH:10]/[CH:11]=[O:12])=[CH:7][CH:6]1[O:15][CH3:16])(=[O:3])[CH3:2], predict the reaction product. The product is: [C:1]([O:4][C:5]1([OH:17])[CH:14]=[CH:13][C:8](/[CH:9]=[CH:10]/[CH2:11][OH:12])=[CH:7][CH:6]1[O:15][CH3:16])(=[O:3])[CH3:2]. (3) Given the reactants [NH2:1][C:2]1[CH:3]=[C:4]([CH:21]=[CH:22][C:23]=1[F:24])[O:5][C:6]1[N:11]=[C:10]2[S:12][C:13]([NH:15][C:16]([CH:18]3[CH2:20][CH2:19]3)=[O:17])=[N:14][C:9]2=[CH:8][CH:7]=1.C(OC([NH:32][CH:33]([C:37]1[CH:42]=[CH:41][CH:40]=[CH:39][CH:38]=1)[C:34](O)=[O:35])=O)(C)(C)C.F[P-](F)(F)(F)(F)F.N1(OC(N(C)C)=[N+](C)C)C2N=CC=CC=2N=N1, predict the reaction product. The product is: [NH2:32][CH:33]([C:37]1[CH:42]=[CH:41][CH:40]=[CH:39][CH:38]=1)[C:34]([NH:1][C:2]1[CH:3]=[C:4]([CH:21]=[CH:22][C:23]=1[F:24])[O:5][C:6]1[N:11]=[C:10]2[S:12][C:13]([NH:15][C:16]([CH:18]3[CH2:20][CH2:19]3)=[O:17])=[N:14][C:9]2=[CH:8][CH:7]=1)=[O:35]. (4) Given the reactants [Cl:1][C:2]1[C:7]([C:8]2[C:13]([F:14])=[CH:12][C:11]([F:15])=[CH:10][C:9]=2[F:16])=[C:6](Cl)[N:5]2[N:18]=[CH:19][N:20]=[C:4]2[N:3]=1.[F:21][C:22]([F:27])([F:26])[C@@H:23]([NH2:25])[CH3:24].O, predict the reaction product. The product is: [Cl:1][C:2]1[C:7]([C:8]2[C:13]([F:14])=[CH:12][C:11]([F:15])=[CH:10][C:9]=2[F:16])=[C:6]([NH:25][C@@H:23]([CH3:24])[C:22]([F:27])([F:26])[F:21])[N:5]2[N:18]=[CH:19][N:20]=[C:4]2[N:3]=1. (5) Given the reactants [N:1]([CH2:4][CH2:5][CH2:6][C:7]1[CH:12]=[CH:11][CH:10]=[CH:9][CH:8]=1)=[C:2]=[O:3].[NH2:13][CH2:14][CH2:15][CH2:16][CH2:17][C:18]([CH3:27])([C:21]1[CH:26]=[CH:25][CH:24]=[CH:23][CH:22]=1)[CH2:19][OH:20], predict the reaction product. The product is: [OH:20][CH2:19][C:18]([CH3:27])([C:21]1[CH:22]=[CH:23][CH:24]=[CH:25][CH:26]=1)[CH2:17][CH2:16][CH2:15][CH2:14][NH:13][C:2]([NH:1][CH2:4][CH2:5][CH2:6][C:7]1[CH:12]=[CH:11][CH:10]=[CH:9][CH:8]=1)=[O:3]. (6) The product is: [I:1][C:2]1[CH:6]=[CH:5][N:4]([C:7]2[CH:12]=[CH:11][N:10]=[C:9]([C:13]([NH2:26])=[O:15])[CH:8]=2)[N:3]=1. Given the reactants [I:1][C:2]1[CH:6]=[CH:5][N:4]([C:7]2[CH:12]=[CH:11][N:10]=[C:9]([C:13]([OH:15])=O)[CH:8]=2)[N:3]=1.C(Cl)CCl.C1C=CC2N(O)N=[N:26]C=2C=1.[NH4+].[Cl-].C(N(CC)CC)C, predict the reaction product. (7) Given the reactants [CH:1]([Sn](CCCC)(CCCC)CCCC)=[CH2:2].Br[C:17]1[CH:18]=[C:19]([C:23]2[O:24][C:25]([CH3:46])=[C:26]([CH2:28][CH2:29][O:30][C:31]3[CH:32]=[C:33]4[C:37](=[CH:38][CH:39]=3)[C@H:36]([CH2:40][C:41]([O:43][CH2:44][CH3:45])=[O:42])[CH2:35][CH2:34]4)[N:27]=2)[CH:20]=[CH:21][CH:22]=1.ClCCl, predict the reaction product. The product is: [CH3:46][C:25]1[O:24][C:23]([C:19]2[CH:20]=[CH:21][CH:22]=[C:17]([CH:1]=[CH2:2])[CH:18]=2)=[N:27][C:26]=1[CH2:28][CH2:29][O:30][C:31]1[CH:32]=[C:33]2[C:37](=[CH:38][CH:39]=1)[C@H:36]([CH2:40][C:41]([O:43][CH2:44][CH3:45])=[O:42])[CH2:35][CH2:34]2.